This data is from Forward reaction prediction with 1.9M reactions from USPTO patents (1976-2016). The task is: Predict the product of the given reaction. (1) The product is: [Cl:12][C:13]1[C:18]([C:19]#[N:20])=[C:17]([N:8]2[C:9]3[C:5](=[CH:4][C:3]([S:2][CH3:1])=[CH:11][CH:10]=3)[CH2:6][CH2:7]2)[N:16]=[CH:15][N:14]=1. Given the reactants [CH3:1][S:2][C:3]1[CH:4]=[C:5]2[C:9](=[CH:10][CH:11]=1)[NH:8][CH2:7][CH2:6]2.[Cl:12][C:13]1[C:18]([C:19]#[N:20])=[C:17](Cl)[N:16]=[CH:15][N:14]=1.C(N(C(C)C)CC)(C)C, predict the reaction product. (2) Given the reactants [F:1][C:2]([F:21])([F:20])[O:3][C:4]1[CH:19]=[CH:18][CH:17]=[CH:16][C:5]=1[CH2:6][N:7]1[C:11](=[O:12])[CH2:10][CH2:9][C@@H:8]1[C:13]([OH:15])=O.[NH2:22][CH:23]([CH2:29][C:30]1[CH:35]=[CH:34][CH:33]=[CH:32][CH:31]=1)[CH:24]([OH:28])[C:25]([NH2:27])=[O:26].O[NH-].O=[N-], predict the reaction product. The product is: [NH2:27][C:25](=[O:26])[C:24](=[O:28])[CH:23]([NH:22][C:13]([C@H:8]1[CH2:9][CH2:10][C:11](=[O:12])[N:7]1[CH2:6][C:5]1[CH:16]=[CH:17][CH:18]=[CH:19][C:4]=1[O:3][C:2]([F:1])([F:21])[F:20])=[O:15])[CH2:29][C:30]1[CH:31]=[CH:32][CH:33]=[CH:34][CH:35]=1. (3) The product is: [F:1][C:2]1[CH:7]=[CH:6][C:5]([C:8]2[N:9]=[CH:10][N:11]([CH2:23][CH2:24][N:25]3[CH2:26][CH2:27][O:28][CH2:29][CH2:30]3)[C:12]=2[C:13]2[CH:14]=[CH:15][C:16]3[N:17]([CH:19]=[C:20]([NH:22][C:31](=[O:38])[C:32]4[CH:37]=[CH:36][N:35]=[CH:34][CH:33]=4)[N:21]=3)[N:18]=2)=[CH:4][CH:3]=1. Given the reactants [F:1][C:2]1[CH:7]=[CH:6][C:5]([C:8]2[N:9]=[CH:10][N:11]([CH2:23][CH2:24][N:25]3[CH2:30][CH2:29][O:28][CH2:27][CH2:26]3)[C:12]=2[C:13]2[CH:14]=[CH:15][C:16]3[N:17]([CH:19]=[C:20]([NH2:22])[N:21]=3)[N:18]=2)=[CH:4][CH:3]=1.[C:31](O)(=[O:38])[C:32]1[CH:37]=[CH:36][N:35]=[CH:34][CH:33]=1.CN(C(ON1N=NC2C=CC=NC1=2)=[N+](C)C)C.F[P-](F)(F)(F)(F)F.CCN(C(C)C)C(C)C, predict the reaction product. (4) Given the reactants [F:1][C:2]1[CH:3]=[C:4]([NH:9][C:10]([C:12]2[CH:13]=[C:14]([S:19](Cl)(=[O:21])=[O:20])[CH:15]=[CH:16][C:17]=2[CH3:18])=[O:11])[CH:5]=[CH:6][C:7]=1[F:8].CCN(CC)CC.[NH2:30][C@@H:31]([CH:33]([CH3:35])[CH3:34])[CH3:32], predict the reaction product. The product is: [F:1][C:2]1[CH:3]=[C:4]([NH:9][C:10](=[O:11])[C:12]2[CH:13]=[C:14]([S:19](=[O:21])(=[O:20])[NH:30][C@@H:31]([CH:33]([CH3:35])[CH3:34])[CH3:32])[CH:15]=[CH:16][C:17]=2[CH3:18])[CH:5]=[CH:6][C:7]=1[F:8]. (5) Given the reactants [NH:1]1[C:9]2[C:4](=[CH:5][C:6]([C:10]3[CH:18]=[CH:17][CH:16]=[C:15]4[C:11]=3[C:12]([NH2:20])=[N:13][N:14]4[CH3:19])=[CH:7][CH:8]=2)[CH2:3][CH2:2]1.[CH3:21][C:22]1[CH:23]=[C:24]([CH2:28][C:29](O)=[O:30])[CH:25]=[CH:26][CH:27]=1.CCN(C(C)C)C(C)C.CN(C(ON1N=NC2C=CC=NC1=2)=[N+](C)C)C.F[P-](F)(F)(F)(F)F, predict the reaction product. The product is: [CH3:19][N:14]1[C:15]2[C:11](=[C:10]([C:6]3[CH:5]=[C:4]4[C:9](=[CH:8][CH:7]=3)[N:1]([C:29](=[O:30])[CH2:28][C:24]3[CH:25]=[CH:26][CH:27]=[C:22]([CH3:21])[CH:23]=3)[CH2:2][CH2:3]4)[CH:18]=[CH:17][CH:16]=2)[C:12]([NH2:20])=[N:13]1. (6) Given the reactants C(OC([N:8]1[CH:13]2[CH2:14][CH2:15][CH:9]1[CH2:10][N:11]([C:16]1[CH:21]=[C:20]([N:22]3[CH2:27][CH2:26][N:25]([S:28]([CH3:31])(=[O:30])=[O:29])[CH2:24][CH2:23]3)[CH:19]=[CH:18][N:17]=1)[CH2:12]2)=O)(C)(C)C.Cl.CO, predict the reaction product. The product is: [CH3:31][S:28]([N:25]1[CH2:26][CH2:27][N:22]([C:20]2[CH:19]=[CH:18][N:17]=[C:16]([N:11]3[CH2:12][CH:13]4[NH:8][CH:9]([CH2:15][CH2:14]4)[CH2:10]3)[CH:21]=2)[CH2:23][CH2:24]1)(=[O:29])=[O:30]. (7) Given the reactants [CH3:1][O:2][C:3]([CH2:5][CH:6]1[CH2:12][CH2:11][CH2:10][CH2:9][CH2:8][C:7]1=O)=[O:4].[CH2:14]([N:21]1[CH2:26][CH2:25][NH:24][CH2:23][CH2:22]1)[C:15]1[CH:20]=[CH:19][CH:18]=[CH:17][CH:16]=1.C([BH3-])#N.[Na+], predict the reaction product. The product is: [CH2:14]([N:21]1[CH2:26][CH2:25][N:24]([CH:7]2[CH2:8][CH2:9][CH2:10][CH2:11][CH2:12][CH:6]2[CH2:5][C:3]([O:2][CH3:1])=[O:4])[CH2:23][CH2:22]1)[C:15]1[CH:16]=[CH:17][CH:18]=[CH:19][CH:20]=1. (8) Given the reactants [CH3:1][O:2][C:3]1[CH:4]=[C:5]2[C:10](=[CH:11][C:12]=1[O:13][CH3:14])/[C:9](=[CH:15]\[C:16]([O:18][CH2:19][CH3:20])=[O:17])/[NH:8][CH2:7][CH2:6]2.[NH:21]1[C:29]2[CH:28]=[CH:27][CH:26]=[C:25]([CH:30]=O)[C:24]=2[CH:23]=[CH:22]1.[N+]([CH2:35][CH3:36])([O-])=O.N1CCCCC1, predict the reaction product. The product is: [NH:21]1[C:29]2[C:24](=[C:25]([C:30]3[C:15]([C:16]([O:18][CH2:19][CH3:20])=[O:17])=[C:9]4[C:10]5[C:5](=[CH:4][C:3]([O:2][CH3:1])=[C:12]([O:13][CH3:14])[CH:11]=5)[CH2:6][CH2:7][N:8]4[C:35]=3[CH3:36])[CH:26]=[CH:27][CH:28]=2)[CH:23]=[CH:22]1. (9) The product is: [NH2:12][C:6]1[CH:7]=[C:8]([Br:11])[CH:9]=[CH:10][C:5]=1[C:20]([OH:19])([CH3:16])[CH3:13]. Given the reactants C(O[C:5]1[CH:10]=[CH:9][C:8]([Br:11])=[CH:7][C:6]=1[NH2:12])(=O)C.[CH3:13][Mg+].[Br-].[CH2:16]1[CH2:20][O:19]CC1, predict the reaction product. (10) Given the reactants [Cl:1][C:2]1[CH:7]=[CH:6][C:5]([C:8]2[CH:9]=[C:10]([C:13]([NH:15][C:16]3[CH:21]=[CH:20][C:19]([O:22][CH2:23][C:24]([OH:27])([CH3:26])[CH3:25])=[C:18]([O:28][CH3:29])[CH:17]=3)=[O:14])[NH:11][CH:12]=2)=[CH:4][CH:3]=1.Br[CH2:31][CH2:32]Br, predict the reaction product. The product is: [Cl:1][C:2]1[CH:3]=[CH:4][C:5]([C:8]2[CH:9]=[C:10]3[C:13](=[O:14])[N:15]([C:16]4[CH:21]=[CH:20][C:19]([O:22][CH2:23][C:24]([OH:27])([CH3:25])[CH3:26])=[C:18]([O:28][CH3:29])[CH:17]=4)[CH2:32][CH2:31][N:11]3[CH:12]=2)=[CH:6][CH:7]=1.